From a dataset of Reaction yield outcomes from USPTO patents with 853,638 reactions. Predict the reaction yield, written as a fraction of the theoretical maximum amount of product (1.0 means a 100% yield; for example, 0.34 means a 34% yield). (1) The reactants are [Cl:1][C:2]1[C:3]([F:29])=[C:4]([C@:8]([C@@H:16]2[O:21][CH2:20][CH2:19][N:18](C(OC(C)(C)C)=O)[CH2:17]2)([OH:15])[CH2:9][CH2:10][CH2:11][CH2:12][O:13][CH3:14])[CH:5]=[CH:6][CH:7]=1.[OH-].[Na+]. The catalyst is CC#N.Cl. The product is [Cl:1][C:2]1[C:3]([F:29])=[C:4]([C@:8]([C@@H:16]2[O:21][CH2:20][CH2:19][NH:18][CH2:17]2)([OH:15])[CH2:9][CH2:10][CH2:11][CH2:12][O:13][CH3:14])[CH:5]=[CH:6][CH:7]=1. The yield is 0.930. (2) The reactants are [CH3:1][C:2]([C:9]1[CH:14]=[CH:13][CH:12]=[C:11]([CH3:15])[CH:10]=1)([CH3:8])[C:3](=O)[C:4]([OH:6])=[O:5].[CH3:16][NH2:17]. The catalyst is O1CCCC1. The product is [CH3:16][NH:17][C@H:3]([C:4]([OH:6])=[O:5])[C:2]([CH3:8])([CH3:1])[C:9]1[CH:14]=[CH:13][CH:12]=[C:11]([CH3:15])[CH:10]=1. The yield is 0.450. (3) The reactants are Br[C:2]1[CH:3]=[C:4]([N:23]([CH2:30][CH3:31])[CH:24]2[CH2:29][CH2:28][O:27][CH2:26][CH2:25]2)[C:5]([CH3:22])=[C:6]([CH:21]=1)[C:7]([NH:9][CH2:10][C:11]1[C:12](=[O:20])[NH:13][C:14]([CH3:19])=[CH:15][C:16]=1[CH2:17][OH:18])=[O:8].CC1(C)C(C)(C)OB([C:40]2[CH:52]=[CH:51][C:43]([CH2:44][N:45]3[CH2:50][CH2:49][O:48][CH2:47][CH2:46]3)=[CH:42][CH:41]=2)O1.C([O-])([O-])=O.[Na+].[Na+]. The catalyst is O1CCOCC1.O.C1C=CC([P]([Pd]([P](C2C=CC=CC=2)(C2C=CC=CC=2)C2C=CC=CC=2)([P](C2C=CC=CC=2)(C2C=CC=CC=2)C2C=CC=CC=2)[P](C2C=CC=CC=2)(C2C=CC=CC=2)C2C=CC=CC=2)(C2C=CC=CC=2)C2C=CC=CC=2)=CC=1. The product is [CH2:30]([N:23]([CH:24]1[CH2:29][CH2:28][O:27][CH2:26][CH2:25]1)[C:4]1[C:5]([CH3:22])=[C:6]([C:7]([NH:9][CH2:10][C:11]2[C:12](=[O:20])[NH:13][C:14]([CH3:19])=[CH:15][C:16]=2[CH2:17][OH:18])=[O:8])[CH:21]=[C:2]([C:40]2[CH:41]=[CH:42][C:43]([CH2:44][N:45]3[CH2:50][CH2:49][O:48][CH2:47][CH2:46]3)=[CH:51][CH:52]=2)[CH:3]=1)[CH3:31]. The yield is 0.250. (4) The reactants are C(Cl)CCl.Cl.[O:6]=[C:7]1[NH:16][C:15]2[N:14]=[CH:13][C:12](/[CH:17]=[CH:18]/[C:19]([OH:21])=O)=[CH:11][C:10]=2[CH2:9][CH2:8]1.[OH:22][CH2:23][CH2:24][N:25]1[C:33]2[C:28](=[CH:29][CH:30]=[CH:31][CH:32]=2)[C:27]([CH2:34][NH:35][CH3:36])=[CH:26]1.C1C=CC2N(O)N=NC=2C=1.O.C(N(C(C)C)CC)(C)C. The catalyst is CN(C=O)C. The product is [OH:22][CH2:23][CH2:24][N:25]1[C:33]2[C:28](=[CH:29][CH:30]=[CH:31][CH:32]=2)[C:27]([CH2:34][N:35]([CH3:36])[C:19](=[O:21])/[CH:18]=[CH:17]/[C:12]2[CH:13]=[N:14][C:15]3[NH:16][C:7](=[O:6])[CH2:8][CH2:9][C:10]=3[CH:11]=2)=[CH:26]1. The yield is 0.270. (5) The reactants are [CH2:1]([N:8]1[CH:12]=[C:11]([NH:13][C:14]([C:16]2[C:24]3[CH2:23][CH:22]([CH:25]=[O:26])[C:21]([CH3:28])([CH3:27])[CH2:20][C:19]=3[N:18]([CH2:29][O:30][CH2:31][CH2:32][Si:33]([CH3:36])([CH3:35])[CH3:34])[N:17]=2)=[O:15])[CH:10]=[N:9]1)[C:2]1[CH:7]=[CH:6][CH:5]=[CH:4][CH:3]=1.[BH4-].[Na+]. The catalyst is C(O)C. The product is [CH2:1]([N:8]1[CH:12]=[C:11]([NH:13][C:14]([C:16]2[C:24]3[CH2:23][CH:22]([CH2:25][OH:26])[C:21]([CH3:28])([CH3:27])[CH2:20][C:19]=3[N:18]([CH2:29][O:30][CH2:31][CH2:32][Si:33]([CH3:35])([CH3:34])[CH3:36])[N:17]=2)=[O:15])[CH:10]=[N:9]1)[C:2]1[CH:3]=[CH:4][CH:5]=[CH:6][CH:7]=1. The yield is 0.890. (6) The reactants are [Br:1][C:2]1[C:3]([F:9])=[C:4]([CH:6]=[CH:7][CH:8]=1)[NH2:5].N1C=CC=CC=1.[F:16][C:17]1[CH:22]=[CH:21][C:20]([F:23])=[CH:19][C:18]=1[S:24](Cl)(=[O:26])=[O:25]. The catalyst is C(Cl)Cl. The product is [Br:1][C:2]1[C:3]([F:9])=[C:4]([NH:5][S:24]([C:18]2[CH:19]=[C:20]([F:23])[CH:21]=[CH:22][C:17]=2[F:16])(=[O:26])=[O:25])[CH:6]=[CH:7][CH:8]=1. The yield is 0.920. (7) The reactants are [F:1][C:2]1[C:3]([C:15]([C:17]2[CH:22]=[CH:21][CH:20]=[CH:19][CH:18]=2)=O)=[N:4][CH:5]=[CH:6][C:7]=1[C:8]1[CH:9]=[N:10][CH:11]=[CH:12][C:13]=1[CH3:14].Cl.[NH2:24][OH:25]. The catalyst is N1C=CC=CC=1. The product is [F:1][C:2]1[C:3](/[C:15](/[C:17]2[CH:22]=[CH:21][CH:20]=[CH:19][CH:18]=2)=[N:24]\[OH:25])=[N:4][CH:5]=[CH:6][C:7]=1[C:8]1[CH:9]=[N:10][CH:11]=[CH:12][C:13]=1[CH3:14]. The yield is 0.890. (8) The reactants are [NH2:1][C:2]1[CH:22]=[CH:21][CH:20]=[C:19]([Cl:23])[C:3]=1[C:4]([NH:6][C:7]1[CH:12]=[CH:11][CH:10]=[CH:9][C:8]=1[C:13]1[CH:18]=[CH:17][CH:16]=[CH:15][CH:14]=1)=[O:5].[Cl:24][CH2:25][C:26](Cl)=O. The catalyst is C(O)(=O)C. The product is [C:8]1([C:13]2[CH:18]=[CH:17][CH:16]=[CH:15][CH:14]=2)[CH:9]=[CH:10][CH:11]=[CH:12][C:7]=1[N:6]1[C:4](=[O:5])[C:3]2[C:2](=[CH:22][CH:21]=[CH:20][C:19]=2[Cl:23])[N:1]=[C:26]1[CH2:25][Cl:24]. The yield is 0.610.